This data is from Full USPTO retrosynthesis dataset with 1.9M reactions from patents (1976-2016). The task is: Predict the reactants needed to synthesize the given product. Given the product [CH2:1]([N:3]1[C:11]2[C:6](=[CH:7][CH:8]=[C:9]([C:12]([OH:14])=[O:13])[CH:10]=2)[CH:5]=[N:4]1)[CH3:2], predict the reactants needed to synthesize it. The reactants are: [CH2:1]([N:3]1[C:11]2[C:6](=[CH:7][CH:8]=[C:9]([C:12]([O:14]C)=[O:13])[CH:10]=2)[CH:5]=[N:4]1)[CH3:2].[OH-].[Na+].O.